Dataset: Forward reaction prediction with 1.9M reactions from USPTO patents (1976-2016). Task: Predict the product of the given reaction. (1) Given the reactants Br[C:2]1[CH:3]=[C:4]([S:12]([N:15]2[CH2:20][CH2:19][N:18]3[CH2:21][C@H:22]([O:24][C:25]4[CH:30]=[N:29][C:28]([CH:31]5[CH2:33][CH2:32]5)=[CH:27][N:26]=4)[CH2:23][C@H:17]3[CH2:16]2)(=[O:14])=[O:13])[CH:5]=[C:6]([C:8]([F:11])([F:10])[F:9])[CH:7]=1.[Cu][C:35]#[N:36], predict the reaction product. The product is: [CH:31]1([C:28]2[N:29]=[CH:30][C:25]([O:24][C@H:22]3[CH2:21][N:18]4[CH2:19][CH2:20][N:15]([S:12]([C:4]5[CH:3]=[C:2]([CH:7]=[C:6]([C:8]([F:10])([F:11])[F:9])[CH:5]=5)[C:35]#[N:36])(=[O:13])=[O:14])[CH2:16][C@@H:17]4[CH2:23]3)=[N:26][CH:27]=2)[CH2:32][CH2:33]1. (2) Given the reactants [CH3:1][O:2][C:3]1[CH:4]=[C:5]([OH:11])[CH:6]=[C:7]([O:9][CH3:10])[CH:8]=1.[Al+3].[Cl-].[Cl-].[Cl-].[OH:16][C:17]1[CH:26]=[CH:25][C:20]([CH:21]=[CH:22][CH2:23]Cl)=[CH:19][CH:18]=1.CS(C)=[O:29], predict the reaction product. The product is: [CH3:10][O:9][C:7]1[CH:8]=[C:3]([O:2][CH3:1])[CH:4]=[C:5]([OH:11])[C:6]=1[C:23](=[O:29])[CH2:22][CH2:21][C:20]1[CH:25]=[CH:26][C:17]([OH:16])=[CH:18][CH:19]=1.